Dataset: Full USPTO retrosynthesis dataset with 1.9M reactions from patents (1976-2016). Task: Predict the reactants needed to synthesize the given product. (1) Given the product [CH3:1][C:2]1[CH:7]=[C:6]([CH:5]=[CH:4][C:3]=1[N:11]1[CH2:16][CH2:15][N:14]([CH:17]2[CH2:18][O:19][CH2:20]2)[CH2:13][CH2:12]1)[NH2:8], predict the reactants needed to synthesize it. The reactants are: [CH3:1][C:2]1[CH:7]=[C:6]([N+:8]([O-])=O)[CH:5]=[CH:4][C:3]=1[N:11]1[CH2:16][CH2:15][N:14]([CH:17]2[CH2:20][O:19][CH2:18]2)[CH2:13][CH2:12]1. (2) The reactants are: [F:1][C:2]1[CH:7]=[CH:6][C:5]([C@@H:8]2[NH:13][C:12]([NH:14][C:15](=[O:23])[NH:16][C:17]3[CH:22]=[CH:21][CH:20]=[CH:19][CH:18]=3)=[C:11]([C:24]([O:26]CC)=O)[CH2:10][CH2:9]2)=[CH:4][CH:3]=1.CC[O-].[Na+]. Given the product [F:1][C:2]1[CH:3]=[CH:4][C:5]([C@@H:8]2[NH:13][C:12]3[NH:14][C:15](=[O:23])[N:16]([C:17]4[CH:18]=[CH:19][CH:20]=[CH:21][CH:22]=4)[C:24](=[O:26])[C:11]=3[CH2:10][CH2:9]2)=[CH:6][CH:7]=1, predict the reactants needed to synthesize it. (3) The reactants are: C(O/[CH:4]=[CH:5]/[CH3:6])C.[NH2:7][C:8]1[CH:15]=[C:14]([Br:16])[CH:13]=[CH:12][C:9]=1[CH:10]=O.O.C1(C)C=CC(S(O)(=O)=O)=CC=1. Given the product [Br:16][C:14]1[CH:15]=[C:8]2[C:9]([CH:10]=[C:5]([CH3:6])[CH:4]=[N:7]2)=[CH:12][CH:13]=1, predict the reactants needed to synthesize it. (4) Given the product [N:1]1([CH2:6][CH2:7][CH2:8][NH:9][C:10]2[CH:15]=[CH:14][C:13]([N:16]3[C:28](=[O:29])[CH:27]=[C:26]([CH3:32])[N:22]=[C:23]3[CH3:25])=[CH:12][C:11]=2[F:17])[CH:5]=[CH:4][N:3]=[CH:2]1, predict the reactants needed to synthesize it. The reactants are: [N:1]1([CH2:6][CH2:7][CH2:8][NH:9][C:10]2[CH:15]=[CH:14][C:13]([NH2:16])=[CH:12][C:11]=2[F:17])[CH:5]=[CH:4][N:3]=[CH:2]1.C[Al](C)C.[NH:22](/[C:26](/[CH3:32])=[CH:27]\[C:28](OC)=[O:29])[C:23]([CH3:25])=O. (5) Given the product [Cl:21][C:11]1[C:12]2[N:13]([N:15]=[CH:16][N:17]=2)[CH:14]=[C:9]([C:3]2[CH:4]=[CH:5][C:6]([F:8])=[CH:7][C:2]=2[F:1])[N:10]=1, predict the reactants needed to synthesize it. The reactants are: [F:1][C:2]1[CH:7]=[C:6]([F:8])[CH:5]=[CH:4][C:3]=1[C:9]1[NH:10][C:11](=O)[C:12]2[N:13]([N:15]=[CH:16][N:17]=2)[CH:14]=1.P(Cl)(Cl)([Cl:21])=O. (6) Given the product [F:1][C:2]1[CH:7]=[C:6]2[C:5](=[CH:4][CH:3]=1)[NH:14][C:11](=[O:12])[C@H:9]([CH3:10])[NH:8]2, predict the reactants needed to synthesize it. The reactants are: [F:1][C:2]1[CH:3]=[CH:4][C:5]([N+:14]([O-])=O)=[C:6]([NH:8][C@H:9]([C:11](O)=[O:12])[CH3:10])[CH:7]=1.C([C@H]1NC2C(=CC(F)=CC=2)NC1=O)C. (7) Given the product [CH3:18][C:17]1[C:8]([O:7][S:25]([C:24]([F:44])([F:43])[F:23])(=[O:27])=[O:26])=[CH:9][C:10]2[C:11]([CH3:21])=[CH:12][CH2:13][C:14]([CH3:20])([CH3:19])[C:15]=2[CH:16]=1, predict the reactants needed to synthesize it. The reactants are: [H-].[Na+].C(S)C.C[O:7][C:8]1[CH:9]=[C:10]2[C:15](=[CH:16][C:17]=1[CH3:18])[C:14]([CH3:20])([CH3:19])[CH2:13][CH:12]=[C:11]2[CH3:21].Cl.[F:23][C:24]([F:44])([F:43])[S:25](N(C1C=CC(Cl)=CN=1)[S:25]([C:24]([F:44])([F:43])[F:23])(=[O:27])=[O:26])(=[O:27])=[O:26]. (8) Given the product [CH3:15][N:11]1[C:10]([C:8]2[S:7][CH:6]=[C:5]([C:3]([OH:4])=[O:2])[CH:9]=2)=[CH:14][CH:13]=[N:12]1, predict the reactants needed to synthesize it. The reactants are: C[O:2][C:3]([C:5]1[CH:9]=[C:8]([C:10]2[N:11]([CH3:15])[N:12]=[CH:13][CH:14]=2)[S:7][CH:6]=1)=[O:4].[OH-].[Na+]. (9) The reactants are: Br[C:2]1[N:11]([CH2:12][O:13][CH2:14][CH2:15][Si:16]([CH3:19])([CH3:18])[CH3:17])[C:5]2[CH:6]=[N:7][NH:8][C:9](=[O:10])[C:4]=2[C:3]=1[Cl:20].BrC1N(COCC[Si](C)(C)C)C2C=NNC(=O)C=2C=1.[CH:40]1([O:44][C:45]2[CH:46]=[C:47](B3OC(C)(C)C(C)(C)O3)[CH:48]=[CH:49][C:50]=2[O:51][CH3:52])[CH2:43][CH2:42][CH2:41]1.C1(OC2C=C(B3OC(C)(C)C(C)(C)O3)C=CC=2OC(F)F)CC1. Given the product [Cl:20][C:3]1[C:4]2[C:9](=[O:10])[NH:8][N:7]=[CH:6][C:5]=2[N:11]([CH2:12][O:13][CH2:14][CH2:15][Si:16]([CH3:19])([CH3:18])[CH3:17])[C:2]=1[C:47]1[CH:48]=[CH:49][C:50]([O:51][CH3:52])=[C:45]([O:44][CH:40]2[CH2:41][CH2:42][CH2:43]2)[CH:46]=1, predict the reactants needed to synthesize it.